From a dataset of Full USPTO retrosynthesis dataset with 1.9M reactions from patents (1976-2016). Predict the reactants needed to synthesize the given product. (1) Given the product [CH3:50][O:46][C:44](=[O:45])[C:43]1[CH:47]=[CH:48][CH:49]=[C:41]([O:15][CH2:14][C@@H:12]2[C@@H:11]([OH:26])[C@H:10]([OH:27])[C@@H:9]([OH:28])[C@H:8]([C:5]3[CH:6]=[CH:7][C:2]([Cl:1])=[C:3]([CH2:29][C:30]4[CH:35]=[CH:34][C:33]([O:36][CH2:37][CH3:38])=[CH:32][CH:31]=4)[CH:4]=3)[O:13]2)[CH:42]=1, predict the reactants needed to synthesize it. The reactants are: [Cl:1][C:2]1[CH:7]=[CH:6][C:5]([C@@H:8]2[O:13][C@H:12]([CH2:14][O:15]S(C3C=CC(C)=CC=3)(=O)=O)[C@@H:11]([OH:26])[C@H:10]([OH:27])[C@H:9]2[OH:28])=[CH:4][C:3]=1[CH2:29][C:30]1[CH:35]=[CH:34][C:33]([O:36][CH2:37][CH3:38])=[CH:32][CH:31]=1.OC[C:41]1[CH:42]=[C:43]([CH:47]=[CH:48][CH:49]=1)[C:44]([O-:46])=[O:45].[C:50](=O)([O-])[O-].[K+].[K+]. (2) Given the product [CH3:26][C:21]1[C:20]([C:7]2[C:8]3[O:13][CH2:12][CH:11]([C:14]4[CH:15]=[N:16][CH:17]=[CH:18][CH:19]=4)[N:10]4[C:2]([N:28]5[CH2:31][CH:30]([OH:32])[CH2:29]5)=[N:3][C:4]([C:9]=34)=[CH:5][CH:6]=2)=[C:24]([CH3:25])[O:23][N:22]=1, predict the reactants needed to synthesize it. The reactants are: Cl[C:2]1[N:10]2[CH:11]([C:14]3[CH:15]=[N:16][CH:17]=[CH:18][CH:19]=3)[CH2:12][O:13][C:8]3=[C:9]2[C:4](=[CH:5][CH:6]=[C:7]3[C:20]2[C:21]([CH3:26])=[N:22][O:23][C:24]=2[CH3:25])[N:3]=1.Cl.[NH:28]1[CH2:31][CH:30]([OH:32])[CH2:29]1. (3) Given the product [CH3:10][O:11][C:12]([C:14]1[NH:18][C:17]2[CH:19]=[CH:20][C:21]([NH:23][S:30]([C:24]3[CH:29]=[CH:28][CH:27]=[CH:26][CH:25]=3)(=[O:32])=[O:31])=[CH:22][C:16]=2[N:15]=1)=[O:13], predict the reactants needed to synthesize it. The reactants are: CCN(C(C)C)C(C)C.[CH3:10][O:11][C:12]([C:14]1[NH:18][C:17]2[CH:19]=[CH:20][C:21]([NH2:23])=[CH:22][C:16]=2[N:15]=1)=[O:13].[C:24]1([S:30](Cl)(=[O:32])=[O:31])[CH:29]=[CH:28][CH:27]=[CH:26][CH:25]=1. (4) Given the product [ClH:32].[CH3:1][C:2]1([CH3:31])[CH2:7][CH2:6][C:5]([C:8]2[CH:13]=[C:12]([C:14]([NH:17][CH2:18][CH2:19][OH:20])([CH3:15])[CH3:16])[CH:11]=[CH:10][C:9]=2[NH:21][C:22]([C:24]2[NH:25][CH:26]=[C:27]([C:29]#[N:30])[N:28]=2)=[O:23])=[CH:4][CH2:3]1, predict the reactants needed to synthesize it. The reactants are: [CH3:1][C:2]1([CH3:31])[CH2:7][CH2:6][C:5]([C:8]2[CH:13]=[C:12]([C:14]([NH:17][CH2:18][CH2:19][OH:20])([CH3:16])[CH3:15])[CH:11]=[CH:10][C:9]=2[NH:21][C:22]([C:24]2[NH:25][CH:26]=[C:27]([C:29]#[N:30])[N:28]=2)=[O:23])=[CH:4][CH2:3]1.[ClH:32].